From a dataset of Peptide-MHC class I binding affinity with 185,985 pairs from IEDB/IMGT. Regression. Given a peptide amino acid sequence and an MHC pseudo amino acid sequence, predict their binding affinity value. This is MHC class I binding data. (1) The peptide sequence is KTPWDRFCK. The MHC is HLA-A01:01 with pseudo-sequence HLA-A01:01. The binding affinity (normalized) is 0.0847. (2) The binding affinity (normalized) is 0.742. The MHC is HLA-B44:02 with pseudo-sequence HLA-B44:02. The peptide sequence is AEWVLAYMLF. (3) The binding affinity (normalized) is 0.132. The MHC is HLA-B07:02 with pseudo-sequence HLA-B07:02. The peptide sequence is VLQWASLAV. (4) The peptide sequence is SSVNMISRM. The MHC is Mamu-A02 with pseudo-sequence Mamu-A02. The binding affinity (normalized) is 0.759. (5) The peptide sequence is QLDEKSSIK. The MHC is HLA-A03:01 with pseudo-sequence HLA-A03:01. The binding affinity (normalized) is 0.508. (6) The peptide sequence is HPKLRPILL. The MHC is HLA-A02:11 with pseudo-sequence HLA-A02:11. The binding affinity (normalized) is 0.0847.